This data is from Peptide-MHC class I binding affinity with 185,985 pairs from IEDB/IMGT. The task is: Regression. Given a peptide amino acid sequence and an MHC pseudo amino acid sequence, predict their binding affinity value. This is MHC class I binding data. The peptide sequence is IMETIDPVY. The MHC is HLA-A68:01 with pseudo-sequence HLA-A68:01. The binding affinity (normalized) is 0.473.